From a dataset of Forward reaction prediction with 1.9M reactions from USPTO patents (1976-2016). Predict the product of the given reaction. (1) Given the reactants [C:1](=[O:20])([O:18][CH3:19])[O:2][C:3]1[CH:8]=[C:7]([N+:9]([O-])=O)[C:6]([F:12])=[CH:5][C:4]=1[CH:13]1[CH2:17][CH2:16][CH2:15][CH2:14]1.[BH4-].[Na+], predict the reaction product. The product is: [C:1](=[O:20])([O:18][CH3:19])[O:2][C:3]1[CH:8]=[C:7]([NH2:9])[C:6]([F:12])=[CH:5][C:4]=1[CH:13]1[CH2:17][CH2:16][CH2:15][CH2:14]1. (2) Given the reactants [CH3:1][O:2][C:3]1[CH:8]=[CH:7][C:6]([C@@H:9]2[C@@H:14]([O:15][CH2:16][C:17]3[CH:18]=[CH:19][C:20]4[O:25][CH2:24][CH2:23][N:22]([CH2:26][CH2:27][CH2:28][O:29][CH3:30])[C:21]=4[CH:31]=3)[CH2:13][N:12]([S:32]([C:35]3[CH:40]=[CH:39][C:38]([CH3:41])=[CH:37][CH:36]=3)(=[O:34])=[O:33])[C@H:11]([CH2:42][C:43]([CH3:48])([CH3:47])[C:44]([OH:46])=O)[CH2:10]2)=[CH:5][CH:4]=1.[CH2:49]([NH2:51])[CH3:50], predict the reaction product. The product is: [CH2:49]([NH:51][C:44](=[O:46])[C:43]([CH3:47])([CH3:48])[CH2:42][C@@H:11]1[CH2:10][C@H:9]([C:6]2[CH:5]=[CH:4][C:3]([O:2][CH3:1])=[CH:8][CH:7]=2)[C@@H:14]([O:15][CH2:16][C:17]2[CH:18]=[CH:19][C:20]3[O:25][CH2:24][CH2:23][N:22]([CH2:26][CH2:27][CH2:28][O:29][CH3:30])[C:21]=3[CH:31]=2)[CH2:13][N:12]1[S:32]([C:35]1[CH:40]=[CH:39][C:38]([CH3:41])=[CH:37][CH:36]=1)(=[O:33])=[O:34])[CH3:50].